Dataset: Forward reaction prediction with 1.9M reactions from USPTO patents (1976-2016). Task: Predict the product of the given reaction. Given the reactants [C:1]([NH:8][CH2:9][C:10]1[CH:15]=[CH:14][C:13]([CH2:16][C:17]([O:19][CH3:20])=[O:18])=[CH:12][CH:11]=1)([O:3][C:4]([CH3:7])([CH3:6])[CH3:5])=[O:2].C[Si]([N-][Si](C)(C)C)(C)C.[K+].C(C1C=C(C(C)C)C=C(C(C)C)C=1S([N:49]=[N+:50]=[N-:51])(=O)=O)(C)C.C(O)(=O)C, predict the reaction product. The product is: [C:1]([NH:8][CH2:9][C:10]1[CH:11]=[CH:12][C:13]([CH:16]([N:49]=[N+:50]=[N-:51])[C:17]([O:19][CH3:20])=[O:18])=[CH:14][CH:15]=1)([O:3][C:4]([CH3:6])([CH3:5])[CH3:7])=[O:2].